From a dataset of Reaction yield outcomes from USPTO patents with 853,638 reactions. Predict the reaction yield, written as a fraction of the theoretical maximum amount of product (1.0 means a 100% yield; for example, 0.34 means a 34% yield). The catalyst is CN(C=O)C.C(O)=O. The reactants are [CH2:1]1[C:10]2[C:5](=[CH:6][CH:7]=[CH:8][CH:9]=2)[C:4](=[O:11])[CH2:3][O:2]1.O=P(Cl)(Cl)Cl.C(#N)C.O.[CH2:21]([Cl:23])Cl. The yield is 0.606. The product is [Cl:23][C:21]1[C:9]2[C:10](=[CH:5][CH:6]=[CH:7][CH:8]=2)[CH2:1][O:2][C:3]=1[CH:4]=[O:11].